This data is from Forward reaction prediction with 1.9M reactions from USPTO patents (1976-2016). The task is: Predict the product of the given reaction. Given the reactants Cl[C:2]([C:5]([C:8]([C:11]([CH2:14][C:15]([S:18]([F:21])(=[O:20])=[O:19])([F:17])[F:16])([Cl:13])[F:12])([F:10])[F:9])(Cl)[F:6])([F:4])[F:3], predict the reaction product. The product is: [Cl:13][C:11]([F:12])([C:8]([F:9])([F:10])[C:5]([F:6])=[C:2]([F:4])[F:3])[CH2:14][C:15]([F:17])([F:16])[S:18]([F:21])(=[O:19])=[O:20].